From a dataset of Acute oral toxicity (LD50) regression data from Zhu et al.. Regression/Classification. Given a drug SMILES string, predict its toxicity properties. Task type varies by dataset: regression for continuous values (e.g., LD50, hERG inhibition percentage) or binary classification for toxic/non-toxic outcomes (e.g., AMES mutagenicity, cardiotoxicity, hepatotoxicity). Dataset: ld50_zhu. (1) The drug is COP(=S)(OC)SCc1nnc(CC(C)C)o1. The rat oral LD50 is 2.40, given as -log10 of the dose in mol/kg body weight (higher means more acutely toxic). (2) The compound is CCCCCOC(CBr)c1ccc(C(C)C)cc1. The rat oral LD50 is 3.10, given as -log10 of the dose in mol/kg body weight (higher means more acutely toxic).